From a dataset of Full USPTO retrosynthesis dataset with 1.9M reactions from patents (1976-2016). Predict the reactants needed to synthesize the given product. (1) The reactants are: [NH2:1][C:2]1[CH:3]=[C:4]2[C:9](=[N:10][CH:11]=1)[N:8]=[CH:7][C:6]([C:12]#[N:13])=[C:5]2[NH:14][C:15]1[CH:20]=[CH:19][CH:18]=[C:17]([Br:21])[CH:16]=1.CN1CCOCC1.[C:29](Cl)(=[O:32])[CH:30]=[CH2:31]. Given the product [Br:21][C:17]1[CH:16]=[C:15]([NH:14][C:5]2[C:6]([C:12]#[N:13])=[CH:7][N:8]=[C:9]3[C:4]=2[CH:3]=[C:2]([NH:1][C:29](=[O:32])[CH:30]=[CH2:31])[CH:11]=[N:10]3)[CH:20]=[CH:19][CH:18]=1, predict the reactants needed to synthesize it. (2) Given the product [Br:1][C:2]1[CH:10]=[C:9]2[C:5]([CH:6]=[N:7][NH:8]2)=[CH:4][C:3]=1[O:17][C:18]1[CH:23]=[CH:22][C:21]([N+:24]([O-:26])=[O:25])=[CH:20][C:19]=1[F:27], predict the reactants needed to synthesize it. The reactants are: [Br:1][C:2]1[C:3]([O:17][C:18]2[CH:23]=[CH:22][C:21]([N+:24]([O-:26])=[O:25])=[CH:20][C:19]=2[F:27])=[CH:4][C:5]2[C:9]([CH:10]=1)=[N:8][N:7](C1CCCCO1)[CH:6]=2.CO.CS(O)(=O)=O.[OH-].[Na+]. (3) Given the product [F:21][CH2:20][CH2:19][C@@H:18]([N:14]1[C:13]2[CH:28]=[CH:29][C:10]([S:7]([NH:6][C:30]3[S:34][N:33]=[CH:32][N:31]=3)(=[O:8])=[O:9])=[CH:11][C:12]=2[O:16][C:15]1=[O:17])[C:22]1[CH:23]=[CH:24][CH:25]=[CH:26][CH:27]=1, predict the reactants needed to synthesize it. The reactants are: COC1C=C(OC)C=CC=1C[N:6]([C:30]1[S:34][N:33]=[CH:32][N:31]=1)[S:7]([C:10]1[CH:29]=[CH:28][C:13]2[N:14]([C@@H:18]([C:22]3[CH:27]=[CH:26][CH:25]=[CH:24][CH:23]=3)[CH2:19][CH2:20][F:21])[C:15](=[O:17])[O:16][C:12]=2[CH:11]=1)(=[O:9])=[O:8].FC(F)(F)C(O)=O. (4) Given the product [NH2:1][C:2]1[C:7]([NH:8][C:23](=[O:24])[CH2:22][C:20]#[N:21])=[CH:6][N:5]=[C:4]([O:9][C:10]2[CH:11]=[C:12]([CH:17]=[CH:18][CH:19]=2)[C:13]([O:15][CH3:16])=[O:14])[CH:3]=1, predict the reactants needed to synthesize it. The reactants are: [NH2:1][C:2]1[C:7]([NH2:8])=[CH:6][N:5]=[C:4]([O:9][C:10]2[CH:11]=[C:12]([CH:17]=[CH:18][CH:19]=2)[C:13]([O:15][CH3:16])=[O:14])[CH:3]=1.[C:20]([CH2:22][C:23](O)=[O:24])#[N:21].C(Cl)CCl.C(N(CC)CC)C. (5) Given the product [OH:32][CH2:31][CH:30]([NH:29][C:24]([C:5]1[C:4]2[C:9](=[CH:10][CH:11]=[C:2]([Br:1])[CH:3]=2)[N:8]=[C:7]([C:12]2[CH:17]=[C:16]([O:18][CH3:19])[C:15]([O:20][CH3:21])=[C:14]([O:22][CH3:23])[CH:13]=2)[CH:6]=1)=[O:25])[CH2:33][C:34]1[C:42]2[C:37](=[CH:38][N:39]=[CH:40][CH:41]=2)[NH:36][CH:35]=1, predict the reactants needed to synthesize it. The reactants are: [Br:1][C:2]1[CH:3]=[C:4]2[C:9](=[CH:10][CH:11]=1)[N:8]=[C:7]([C:12]1[CH:17]=[C:16]([O:18][CH3:19])[C:15]([O:20][CH3:21])=[C:14]([O:22][CH3:23])[CH:13]=1)[CH:6]=[C:5]2[C:24](O)=[O:25].Cl.Cl.[NH2:29][CH:30]([CH2:33][C:34]1[C:42]2[C:37](=[CH:38][N:39]=[CH:40][CH:41]=2)[NH:36][CH:35]=1)[CH2:31][OH:32].C1C=CC2N(O)N=NC=2C=1.CCN=C=NCCCN(C)C. (6) Given the product [Cl:1][C:2]1[N:10]=[C:9]2[C:5]([N:6]=[CH:7][NH:8]2)=[C:4]([NH:18][CH:12]2[CH2:17][CH2:16][CH2:15][CH2:14][CH2:13]2)[N:3]=1, predict the reactants needed to synthesize it. The reactants are: [Cl:1][C:2]1[N:10]=[C:9]2[C:5]([N:6]=[CH:7][NH:8]2)=[C:4](Cl)[N:3]=1.[CH:12]1([NH2:18])[CH2:17][CH2:16][CH2:15][CH2:14][CH2:13]1.CCN(C(C)C)C(C)C.O. (7) Given the product [CH2:1]([O:3][C:4]1[C:9]2[CH:10]=[C:11]([B:18]([OH:23])[OH:19])[O:12][C:8]=2[CH:7]=[CH:6][N:5]=1)[CH3:2], predict the reactants needed to synthesize it. The reactants are: [CH2:1]([O:3][C:4]1[C:9]2[CH:10]=[CH:11][O:12][C:8]=2[CH:7]=[CH:6][N:5]=1)[CH3:2].C([Li])CCC.[B:18](OC(C)C)([O:23]C(C)C)[O:19]C(C)C.O. (8) Given the product [Na:1].[F:42][CH2:43][C:6]1([CH2:9][O:10][C:11]2[C:16]([CH3:32])=[CH:15][N:14]=[C:13]([CH2:17][S:18]([C:20]3[NH:24][C:23]4[CH:25]=[CH:26][CH:27]=[CH:28][C:22]=4[N:21]=3)=[O:19])[C:12]=2[CH3:29])[O:7][CH2:8][CH2:3][CH2:4][O:5]1, predict the reactants needed to synthesize it. The reactants are: [Na:1].C[C:3]1(C)[CH2:8][O:7][CH:6]([CH2:9][O:10][C:11]2[CH:16]=[CH:15][N:14]=[C:13]([CH2:17][S:18]([C:20]3[NH:24][C:23]4[CH:25]=[CH:26][CH:27]=[CH:28][C:22]=4[N:21]=3)=[O:19])[C:12]=2[CH3:29])[O:5][CH2:4]1.Cl[C:32]1C(C)=C[N+]([O-])=C(C)C=1C.[F:42][CH2:43]C1(CO)OCCCO1. (9) Given the product [F:1][C:2]([F:12])([F:13])[CH2:3][CH:4]([CH2:7][C:8]([F:9])([F:10])[F:11])[CH:5]=[O:6], predict the reactants needed to synthesize it. The reactants are: [F:1][C:2]([F:13])([F:12])[CH2:3][CH:4]([CH2:7][C:8]([F:11])([F:10])[F:9])[CH2:5][OH:6].CC(OI1(OC(C)=O)(OC(C)=O)OC(=O)C2C=CC=CC1=2)=O.S([O-])([O-])(=O)=S.[Na+].[Na+]. (10) Given the product [Br:1][C:2]1[CH:3]=[C:4]2[C:14](=[CH:15][CH:16]=1)[C@:7]1([C:8](=[O:13])[N:9]([CH2:18][C:19]([N:21]([CH:30]3[CH2:35][CH2:34][C:33](=[CH:36][C:37]([O:39][C:40]([CH3:43])([CH3:42])[CH3:41])=[O:38])[CH2:32][CH2:31]3)[CH2:22][C:23]3[CH:28]=[CH:27][C:26]([F:29])=[CH:25][CH:24]=3)=[O:20])[C:10](=[O:12])[NH:48]1)[CH2:6][CH2:5]2, predict the reactants needed to synthesize it. The reactants are: [Br:1][C:2]1[CH:3]=[C:4]2[C:14](=[CH:15][CH:16]=1)[C@:7]1(O[C:10](=[O:12])[NH:9][C:8]1=[O:13])[CH2:6][CH2:5]2.Br[CH2:18][C:19]([N:21]([CH:30]1[CH2:35][CH2:34][C:33](=[CH:36][C:37]([O:39][C:40]([CH3:43])([CH3:42])[CH3:41])=[O:38])[CH2:32][CH2:31]1)[CH2:22][C:23]1[CH:28]=[CH:27][C:26]([F:29])=[CH:25][CH:24]=1)=[O:20].BrCC([N:48](CC1C=CC(F)=CC=1)[C@@H](C)C(F)(F)F)=O.